This data is from Catalyst prediction with 721,799 reactions and 888 catalyst types from USPTO. The task is: Predict which catalyst facilitates the given reaction. (1) Reactant: [CH2:1]([O:3][C:4]1[CH:12]=[CH:11][CH:10]=[C:9]([O:13][CH2:14][CH3:15])[C:5]=1[C:6]([OH:8])=O)[CH3:2].CCN(C(C)C)C(C)C.Cl.[O:26]1[C:30]2[CH:31]=[CH:32][CH:33]=[CH:34][C:29]=2[N:28]=[C:27]1[NH:35][C@H:36]1[CH2:40][CH2:39][CH2:38][C@H:37]1[NH2:41].C(Cl)CCl. Product: [O:26]1[C:30]2[CH:31]=[CH:32][CH:33]=[CH:34][C:29]=2[N:28]=[C:27]1[NH:35][C@H:36]1[CH2:40][CH2:39][CH2:38][C@H:37]1[NH:41][C:6](=[O:8])[C:5]1[C:9]([O:13][CH2:14][CH3:15])=[CH:10][CH:11]=[CH:12][C:4]=1[O:3][CH2:1][CH3:2]. The catalyst class is: 229. (2) Reactant: [H-].[Na+].[F:3][C:4]1[CH:22]=[CH:21][C:7]([CH2:8][N:9]2[C@@H:14]([CH3:15])[CH2:13][N:12]([C:16](=[O:19])[CH2:17][OH:18])[C@H:11]([CH3:20])[CH2:10]2)=[CH:6][CH:5]=1.Cl[C:24]1[C:29]([CH:30]=[O:31])=[CH:28][C:27]([Cl:32])=[CH:26][N:25]=1. Product: [Cl:32][C:27]1[CH:28]=[C:29]([CH:30]=[O:31])[C:24]([O:18][CH2:17][C:16]([N:12]2[CH2:13][C@H:14]([CH3:15])[N:9]([CH2:8][C:7]3[CH:6]=[CH:5][C:4]([F:3])=[CH:22][CH:21]=3)[CH2:10][C@H:11]2[CH3:20])=[O:19])=[N:25][CH:26]=1. The catalyst class is: 11. (3) Reactant: [OH-].[Na+].CO.C([O:7][C:8]([C:10]1[C:14]([C:15]2[CH:20]=[CH:19][C:18]([CH2:21][CH3:22])=[CH:17][CH:16]=2)=[CH:13][S:12][C:11]=1[N:23]1[C:31](=[O:32])[C:30]2[C:25](=[CH:26][CH:27]=[CH:28][CH:29]=2)[C:24]1=[O:33])=[O:9])C.Cl. Product: [O:33]=[C:24]1[C:25]2[C:30](=[CH:29][CH:28]=[CH:27][CH:26]=2)[C:31](=[O:32])[N:23]1[C:11]1[S:12][CH:13]=[C:14]([C:15]2[CH:16]=[CH:17][C:18]([CH2:21][CH3:22])=[CH:19][CH:20]=2)[C:10]=1[C:8]([OH:9])=[O:7]. The catalyst class is: 6. (4) Reactant: C([O:3][C:4](=[O:29])[C:5]([C:27]#[N:28])=[CH:6][C:7]1[CH:12]=[CH:11][C:10]([O:13][CH2:14][CH2:15][C:16]2[CH:21]=[CH:20][C:19]([O:22][S:23]([CH3:26])(=[O:25])=[O:24])=[CH:18][CH:17]=2)=[CH:9][CH:8]=1)C.[OH-].[Li+].CO. The catalyst class is: 6. Product: [C:27]([C:5](=[CH:6][C:7]1[CH:8]=[CH:9][C:10]([O:13][CH2:14][CH2:15][C:16]2[CH:21]=[CH:20][C:19]([O:22][S:23]([CH3:26])(=[O:25])=[O:24])=[CH:18][CH:17]=2)=[CH:11][CH:12]=1)[C:4]([OH:29])=[O:3])#[N:28].[C:27]([C:5](=[CH:6][C:7]1[CH:12]=[CH:11][C:10]([O:13][CH2:14][CH2:15][C:16]2[CH:21]=[CH:20][C:19]([OH:22])=[CH:18][CH:17]=2)=[CH:9][CH:8]=1)[C:4]([OH:29])=[O:3])#[N:28]. (5) Reactant: [CH3:1][O:2][C:3]1[CH:8]=[CH:7][C:6]([C:9]2[N:10]=[C:11]([CH:22]3[CH2:27][CH2:26][NH:25][CH2:24][CH2:23]3)[NH:12][C:13]=2[C:14]2[CH:19]=[CH:18][C:17]([O:20][CH3:21])=[CH:16][CH:15]=2)=[CH:5][CH:4]=1.[OH-].[Na+].[C:30](O[C:30]([O:32][C:33]([CH3:36])([CH3:35])[CH3:34])=[O:31])([O:32][C:33]([CH3:36])([CH3:35])[CH3:34])=[O:31].O.C(=O)(O)[O-].[Na+]. Product: [C:33]([O:32][C:30]([N:25]1[CH2:26][CH2:27][CH:22]([C:11]2[NH:12][C:13]([C:14]3[CH:19]=[CH:18][C:17]([O:20][CH3:21])=[CH:16][CH:15]=3)=[C:9]([C:6]3[CH:7]=[CH:8][C:3]([O:2][CH3:1])=[CH:4][CH:5]=3)[N:10]=2)[CH2:23][CH2:24]1)=[O:31])([CH3:36])([CH3:35])[CH3:34]. The catalyst class is: 22. (6) Product: [Br:17][C:14]1[CH:15]=[CH:16][C:11]([N:8]2[CH2:9][CH2:10][CH:6]([NH:21][CH2:18][CH2:19][CH3:20])[CH2:7]2)=[N:12][CH:13]=1. The catalyst class is: 10. Reactant: CS(O[CH:6]1[CH2:10][CH2:9][N:8]([C:11]2[CH:16]=[CH:15][C:14]([Br:17])=[CH:13][N:12]=2)[CH2:7]1)(=O)=O.[CH2:18]([NH2:21])[CH2:19][CH3:20].